This data is from Reaction yield outcomes from USPTO patents with 853,638 reactions. The task is: Predict the reaction yield, written as a fraction of the theoretical maximum amount of product (1.0 means a 100% yield; for example, 0.34 means a 34% yield). (1) The reactants are Cl.Cl.[NH2:3][CH:4]([C:23]1[CH:28]=[CH:27][CH:26]=[CH:25][CH:24]=1)[C:5]([N:7]1[CH2:12][CH2:11][CH:10]([N:13]2[CH2:17][C:16]3=[CH:18][N:19]=[C:20]([CH3:21])[N:15]3[C:14]2=[O:22])[CH2:9][CH2:8]1)=[O:6].C1CCN2C(=NCCC2)CC1.[C:40]1([N:46]=[C:47]=[O:48])[CH:45]=[CH:44][CH:43]=[CH:42][CH:41]=1. The catalyst is C(#N)C. The product is [CH3:21][C:20]1[N:15]2[C:14](=[O:22])[N:13]([CH:10]3[CH2:11][CH2:12][N:7]([C:5](=[O:6])[CH:4]([NH:3][C:47]([NH:46][C:40]4[CH:45]=[CH:44][CH:43]=[CH:42][CH:41]=4)=[O:48])[C:23]4[CH:24]=[CH:25][CH:26]=[CH:27][CH:28]=4)[CH2:8][CH2:9]3)[CH2:17][C:16]2=[CH:18][N:19]=1. The yield is 0.590. (2) The reactants are [CH3:1][C:2]1[CH:3]=[C:4]([OH:11])[C:5](=[CH:9][CH:10]=1)[C:6]([OH:8])=[O:7].C(OC(C(F)(F)F)=O)(C(F)(F)F)=O.[CH3:25][C:26]([CH3:28])=O. The catalyst is C(O)(C(F)(F)F)=O. The product is [CH3:25][C:26]1([CH3:28])[O:11][C:4]2[CH:3]=[C:2]([CH3:1])[CH:10]=[CH:9][C:5]=2[C:6](=[O:8])[O:7]1. The yield is 0.270. (3) The reactants are [NH:1]1[CH:5]=[CH:4][CH:3]=[N:2]1.CN(C=O)C.[H-].[Na+].Br[CH2:14][CH2:15][NH:16][C:17](=[O:27])[C:18]1[C:19](=[CH:23][CH:24]=[CH:25][CH:26]=1)[C:20](N)=[O:21]. The catalyst is O. The product is [N:1]1([CH2:14][CH2:15][N:16]2[C:20](=[O:21])[C:19]3[C:18](=[CH:26][CH:25]=[CH:24][CH:23]=3)[C:17]2=[O:27])[CH:5]=[CH:4][CH:3]=[N:2]1. The yield is 0.560. (4) The reactants are [F:1][C:2]1[CH:17]=[CH:16][C:5]([O:6][C:7]2[CH:12]=[CH:11][C:10]([CH2:13][CH2:14][NH2:15])=[CH:9][CH:8]=2)=[CH:4][CH:3]=1.[CH3:18][O:19][C:20]1[N:25]=[CH:24][C:23]([CH2:26][C:27]2[C:28](=[O:35])[N:29]=[C:30](SC)[NH:31][CH:32]=2)=[CH:22][N:21]=1.[CH2:36](O)C. No catalyst specified. The product is [F:1][C:2]1[CH:17]=[CH:16][C:5]([O:6][C:7]2[CH:12]=[CH:11][C:10]([CH2:13][CH2:14][N:15]([CH3:36])[C:30]3[NH:31][CH:32]=[C:27]([CH2:26][C:23]4[CH:22]=[N:21][C:20]([O:19][CH3:18])=[N:25][CH:24]=4)[C:28](=[O:35])[N:29]=3)=[CH:9][CH:8]=2)=[CH:4][CH:3]=1. The yield is 0.190. (5) The reactants are [OH-].[K+].C([O:10][C:11]([N:13]1[CH2:18][CH2:17][C:16]([N:25]([CH3:27])[CH3:26])([C:19]2[CH:24]=[CH:23][CH:22]=[CH:21][CH:20]=2)[CH2:15][CH2:14]1)=[O:12])C1C=CC=CC=1.C(=O)([O-])O.[Na+].[CH3:33][C:34](OC(OC(O[C:34]([CH3:36])([CH3:35])[CH3:33])=O)=O)([CH3:36])[CH3:35]. The catalyst is C(O)C.CO.C(Cl)(Cl)Cl. The product is [C:34]([O:10][C:11]([N:13]1[CH2:14][CH2:15][C:16]([N:25]([CH3:26])[CH3:27])([C:19]2[CH:24]=[CH:23][CH:22]=[CH:21][CH:20]=2)[CH2:17][CH2:18]1)=[O:12])([CH3:36])([CH3:35])[CH3:33]. The yield is 0.770.